From a dataset of Catalyst prediction with 721,799 reactions and 888 catalyst types from USPTO. Predict which catalyst facilitates the given reaction. (1) Reactant: Br[C:2]1[C:3](=[O:10])[N:4]([CH3:9])[CH:5]=[C:6]([Br:8])[N:7]=1.[O:11]1[CH2:16][CH2:15][N:14]([C:17]2[CH:22]=[CH:21][C:20]([NH2:23])=[CH:19][CH:18]=2)[CH2:13][CH2:12]1. Product: [Br:8][C:6]1[N:7]=[C:2]([NH:23][C:20]2[CH:19]=[CH:18][C:17]([N:14]3[CH2:15][CH2:16][O:11][CH2:12][CH2:13]3)=[CH:22][CH:21]=2)[C:3](=[O:10])[N:4]([CH3:9])[CH:5]=1. The catalyst class is: 32. (2) Reactant: [C:1]([C:4]1[CH:5]=[C:6]([CH:12]=[CH:13][CH:14]=1)[O:7][CH2:8][C:9]([OH:11])=O)(=[O:3])[CH3:2].C(N(C(C)C)CC)(C)C.F[P-](F)(F)(F)(F)F.CN(C(=[N+](C)C)ON1C2=NC=CC=C2N=N1)C.Br.[Br:49][CH2:50][CH2:51][CH2:52][NH2:53]. Product: [C:1]([C:4]1[CH:5]=[C:6]([CH:12]=[CH:13][CH:14]=1)[O:7][CH2:8][C:9]([NH:53][CH2:52][CH2:51][CH2:50][Br:49])=[O:11])(=[O:3])[CH3:2]. The catalyst class is: 3. (3) Reactant: FC(F)(F)S(O[C:7]1[C@@:11]2([CH3:28])[CH2:12][CH2:13][C@H:14]3[C@H:23]([C@@H:10]2[CH2:9][CH:8]=1)[CH2:22][CH:21]=[C:20]1[C@:15]3([CH3:27])[CH2:16][CH2:17][C:18](=[O:26])[N:19]1[CH2:24][CH3:25])(=O)=O.[N:31]1[C:40]2[C:35](=[CH:36][CH:37]=[CH:38][CH:39]=2)[CH:34]=[C:33](B(O)O)[CH:32]=1. Product: [CH2:24]([N:19]1[C:20]2[C@@:15]([CH3:27])([C@H:14]3[CH2:13][CH2:12][C@@:11]4([CH3:28])[C@@H:10]([CH2:9][CH:8]=[C:7]4[C:33]4[CH:32]=[N:31][C:40]5[C:35]([CH:34]=4)=[CH:36][CH:37]=[CH:38][CH:39]=5)[C@@H:23]3[CH2:22][CH:21]=2)[CH2:16][CH2:17][C:18]1=[O:26])[CH3:25]. The catalyst class is: 184. (4) Reactant: C(Cl)(=O)C(Cl)=O.CS(C)=O.[CH:11]1([CH2:17]O)[CH2:16][CH2:15][CH2:14][CH2:13][CH2:12]1.C(N(CC)CC)C.[C:26]([C:31]1C=CC=CC=1P(=C)(C1C=CC=CC=1)C1C=CC=CC=1)([O:28][CH2:29][CH3:30])=[O:27]. Product: [CH2:29]([O:28][C:26](=[O:27])[CH:31]=[CH:17][CH:11]1[CH2:12][CH2:13][CH2:14][CH2:15][CH2:16]1)[CH3:30]. The catalyst class is: 4. (5) Reactant: Br[C:2]1[CH:11]=[CH:10][C:5]([C:6]([O:8][CH3:9])=[O:7])=[CH:4][C:3]=1[C:12]([F:15])([F:14])[F:13].[CH3:16][C:17]1[C:18](B(O)O)=[CH:19][S:20][CH:21]=1.C(=O)([O-])[O-].[K+].[K+]. Product: [CH3:16][C:17]1[C:18]([C:2]2[CH:11]=[CH:10][C:5]([C:6]([O:8][CH3:9])=[O:7])=[CH:4][C:3]=2[C:12]([F:15])([F:14])[F:13])=[CH:19][S:20][CH:21]=1. The catalyst class is: 398.